This data is from Catalyst prediction with 721,799 reactions and 888 catalyst types from USPTO. The task is: Predict which catalyst facilitates the given reaction. Reactant: [CH3:1][O:2][C:3]([C:5]1[NH:6][C:7](=[O:22])[C:8]2[C:13]([C:14]=1[C:15]1[CH:20]=[CH:19][CH:18]=[CH:17][CH:16]=1)=[CH:12][C:11]([Br:21])=[CH:10][CH:9]=2)=[O:4].[F:23][C:24]1[CH:31]=[CH:30][CH:29]=[CH:28][C:25]=1[CH2:26]Br.C(N=P1(N(CC)CC)N(C)CCCN1C)(C)(C)C. Product: [CH3:1][O:2][C:3]([C:5]1[N:6]([CH2:26][C:25]2[CH:28]=[CH:29][CH:30]=[CH:31][C:24]=2[F:23])[C:7](=[O:22])[C:8]2[C:13]([C:14]=1[C:15]1[CH:20]=[CH:19][CH:18]=[CH:17][CH:16]=1)=[CH:12][C:11]([Br:21])=[CH:10][CH:9]=2)=[O:4]. The catalyst class is: 9.